Dataset: Forward reaction prediction with 1.9M reactions from USPTO patents (1976-2016). Task: Predict the product of the given reaction. (1) Given the reactants [O:1]=[S:2]1(=[O:18])[CH2:6][CH2:5][CH2:4][N:3]1[CH2:7][C:8]1[CH:17]=[CH:16][C:11]([C:12]([O:14]C)=O)=[CH:10][N:9]=1.[CH2:19]([C:21]1[CH:22]=[C:23]([CH3:33])[C:24]([N:27]2[CH2:32][CH2:31][NH:30][CH2:29][CH2:28]2)=[N:25][CH:26]=1)[CH3:20], predict the reaction product. The product is: [O:18]=[S:2]1(=[O:1])[CH2:6][CH2:5][CH2:4][N:3]1[CH2:7][C:8]1[N:9]=[CH:10][C:11]([C:12]([N:30]2[CH2:31][CH2:32][N:27]([C:24]3[C:23]([CH3:33])=[CH:22][C:21]([CH2:19][CH3:20])=[CH:26][N:25]=3)[CH2:28][CH2:29]2)=[O:14])=[CH:16][CH:17]=1. (2) Given the reactants [CH3:1][O:2][C:3]1[C:11]([O:12][CH3:13])=[CH:10][CH:9]=[C:8]2[C:4]=1[CH:5]=[CH:6][NH:7]2.[H-].[Na+].[C:16]1([S:22](Cl)(=[O:24])=[O:23])[CH:21]=[CH:20][CH:19]=[CH:18][CH:17]=1, predict the reaction product. The product is: [C:16]1([S:22]([N:7]2[C:8]3[C:4](=[C:3]([O:2][CH3:1])[C:11]([O:12][CH3:13])=[CH:10][CH:9]=3)[CH:5]=[CH:6]2)(=[O:24])=[O:23])[CH:21]=[CH:20][CH:19]=[CH:18][CH:17]=1. (3) Given the reactants [F:1][C:2]([F:15])([F:14])[S:3]([O:6]S(C(F)(F)F)(=O)=O)(=[O:5])=[O:4].O[CH2:17][CH:18]1[CH2:22][O:21][C:20](=[O:23])[CH2:19]1.N1C(C)=CC=CC=1C, predict the reaction product. The product is: [F:1][C:2]([F:15])([F:14])[S:3]([O:6][CH2:17][CH:18]1[CH2:19][C:20](=[O:23])[O:21][CH2:22]1)(=[O:5])=[O:4]. (4) Given the reactants [NH2:1][C:2]1[C:7]([Cl:8])=[CH:6][N:5]=[C:4]2[O:9][CH2:10][O:11][C:3]=12.[H-].[Na+].[C:14]([O:18][C:19]([N:21]1[CH2:26][CH2:25][CH:24]([CH2:27][O:28][C:29]2[CH:38]=[C:37]3[C:32]([C:33](Cl)=[N:34][CH:35]=[N:36]3)=[CH:31][C:30]=2[O:40][CH3:41])[CH2:23][CH2:22]1)=[O:20])([CH3:17])([CH3:16])[CH3:15], predict the reaction product. The product is: [C:14]([O:18][C:19]([N:21]1[CH2:26][CH2:25][CH:24]([CH2:27][O:28][C:29]2[CH:38]=[C:37]3[C:32]([C:33]([NH:1][C:2]4[C:7]([Cl:8])=[CH:6][N:5]=[C:4]5[O:9][CH2:10][O:11][C:3]=45)=[N:34][CH:35]=[N:36]3)=[CH:31][C:30]=2[O:40][CH3:41])[CH2:23][CH2:22]1)=[O:20])([CH3:17])([CH3:16])[CH3:15]. (5) Given the reactants [CH3:1][O:2][C:3]1[CH:10]=[CH:9][CH:8]=[CH:7][C:4]=1[CH2:5][NH2:6].Cl[S:12]([C:15]1[CH:20]=[CH:19][C:18]([CH2:21][C:22]([OH:24])=[O:23])=[CH:17][CH:16]=1)(=[O:14])=[O:13], predict the reaction product. The product is: [CH3:1][O:2][C:3]1[CH:10]=[CH:9][CH:8]=[CH:7][C:4]=1[CH2:5][NH:6][S:12]([C:15]1[CH:16]=[CH:17][C:18]([CH2:21][C:22]([OH:24])=[O:23])=[CH:19][CH:20]=1)(=[O:14])=[O:13].